Dataset: Reaction yield outcomes from USPTO patents with 853,638 reactions. Task: Predict the reaction yield, written as a fraction of the theoretical maximum amount of product (1.0 means a 100% yield; for example, 0.34 means a 34% yield). The product is [C:21]1([C:2]2[CH:3]=[C:4]3[C:8](=[CH:9][CH:10]=2)[NH:7][C:6](=[O:11])[CH2:5]3)[CH:26]=[CH:25][CH:24]=[CH:23][CH:22]=1. The reactants are Br[C:2]1[CH:3]=[C:4]2[C:8](=[CH:9][CH:10]=1)[NH:7][C:6](=[O:11])[CH2:5]2.C(O)C.C(=O)([O-])[O-].[Na+].[Na+].[C:21]1(B(O)O)[CH:26]=[CH:25][CH:24]=[CH:23][CH:22]=1. The yield is 0.770. The catalyst is C1(C)C=CC=CC=1.C(OCC)(=O)C.[Pd].C1(P(C2C=CC=CC=2)C2C=CC=CC=2)C=CC=CC=1.C1(P(C2C=CC=CC=2)C2C=CC=CC=2)C=CC=CC=1.C1(P(C2C=CC=CC=2)C2C=CC=CC=2)C=CC=CC=1.C1(P(C2C=CC=CC=2)C2C=CC=CC=2)C=CC=CC=1.